From a dataset of Forward reaction prediction with 1.9M reactions from USPTO patents (1976-2016). Predict the product of the given reaction. (1) Given the reactants [CH3:1][CH2:2][O:3][C:4]([C@@H:6]([NH:15][C@H:16]([C:18]([N:20]1[C@H:29]([C:30]([OH:32])=[O:31])[CH2:28][C:27]2[CH:26]=[C:25]([O:33][CH3:34])[C:24]([O:35][CH3:36])=[CH:23][C:22]=2[CH2:21]1)=[O:19])[CH3:17])[CH2:7][CH2:8][C:9]1[CH:10]=[CH:11][CH:12]=[CH:13][CH:14]=1)=[O:5].[ClH:37].[OH-].[Mg+2:39].[OH-], predict the reaction product. The product is: [CH3:1][CH2:2][O:3][C:4]([C@@H:6]([NH:15][C@H:16]([C:18]([N:20]1[C@H:29]([C:30]([OH:32])=[O:31])[CH2:28][C:27]2[CH:26]=[C:25]([O:33][CH3:34])[C:24]([O:35][CH3:36])=[CH:23][C:22]=2[CH2:21]1)=[O:19])[CH3:17])[CH2:7][CH2:8][C:9]1[CH:14]=[CH:13][CH:12]=[CH:11][CH:10]=1)=[O:5].[Mg:39].[Cl-:37].[Mg+2:39].[Cl-:37]. (2) Given the reactants C([O:3][C:4](=[O:22])[CH2:5][C:6]1[CH:7]=[C:8]2[C:12](=[C:13]([NH2:15])[CH:14]=1)[NH:11][C:10]([C:16]1[CH:21]=[CH:20][CH:19]=[CH:18][CH:17]=1)=[CH:9]2)C.[O:23]=[S:24]1(=[O:31])[CH2:29][CH2:28][C:27](=O)[CH2:26][CH2:25]1, predict the reaction product. The product is: [C:16]1([C:10]2[NH:11][C:12]3[C:8]([CH:9]=2)=[CH:7][C:6]([CH2:5][C:4]([OH:3])=[O:22])=[CH:14][C:13]=3[NH:15][CH:27]2[CH2:28][CH2:29][S:24](=[O:31])(=[O:23])[CH2:25][CH2:26]2)[CH:21]=[CH:20][CH:19]=[CH:18][CH:17]=1. (3) Given the reactants OC1C=CC=CC=1/C=[N:5]\[C@@H:6]1[C:13](=[O:14])[N:12]2[C@@H:7]1[S:8][CH2:9][C:10]([CH2:27][S:28][C:29]1[N:30]([CH3:37])[NH:31][C:32](=[O:36])[C:33](=[O:35])[N:34]=1)=[C:11]2[C:15]([O:17]CC1C=CC(OC)=CC=1)=[O:16].O.CS(O[C:48](=[O:59])/[C:49](/[C:53]1[N:54]=[C:55]([NH2:58])[S:56][CH:57]=1)=[N:50]\[O:51][CH3:52])(=O)=O.ClCCl, predict the reaction product. The product is: [NH2:58][C:55]1[S:56][CH:57]=[C:53](/[C:49](=[N:50]/[O:51][CH3:52])/[C:48]([NH:5][C@@H:6]2[C:13](=[O:14])[N:12]3[C@@H:7]2[S:8][CH2:9][C:10]([CH2:27][S:28][C:29]2[N:30]([CH3:37])[NH:31][C:32](=[O:36])[C:33](=[O:35])[N:34]=2)=[C:11]3[C:15]([OH:17])=[O:16])=[O:59])[N:54]=1. (4) Given the reactants [NH2:1][C:2]1[CH:3]=[CH:4][C:5]([F:19])=[C:6]([C@:8]2([CH2:17][F:18])[C:13]([F:15])([F:14])[CH2:12][O:11][C:10]([NH2:16])=[N:9]2)[CH:7]=1.[C:20]([C:22]1[CH:23]=[CH:24][C:25]([C:28](O)=[O:29])=[N:26][CH:27]=1)#[N:21], predict the reaction product. The product is: [NH2:16][C:10]1[O:11][CH2:12][C:13]([F:15])([F:14])[C@:8]([C:6]2[CH:7]=[C:2]([NH:1][C:28](=[O:29])[C:25]3[CH:24]=[CH:23][C:22]([C:20]#[N:21])=[CH:27][N:26]=3)[CH:3]=[CH:4][C:5]=2[F:19])([CH2:17][F:18])[N:9]=1. (5) Given the reactants [F:1][C:2]([F:14])([F:13])[C:3]1[CH:12]=[CH:11][CH:10]=[CH:9][C:4]=1[O:5][CH2:6][CH:7]=O.Cl.[NH2:16][CH2:17][CH2:18][NH:19][S:20]([C:23]1[C:24]2[CH:25]=[CH:26][N:27]=[C:28]([Cl:33])[C:29]=2[CH:30]=[CH:31][CH:32]=1)(=[O:22])=[O:21].CCN(CC)CC.[BH4-].[Na+], predict the reaction product. The product is: [F:1][C:2]([F:14])([F:13])[C:3]1[CH:12]=[CH:11][CH:10]=[CH:9][C:4]=1[O:5][CH2:6][CH2:7][NH:16][CH2:17][CH2:18][NH:19][S:20]([C:23]1[C:24]2[CH:25]=[CH:26][N:27]=[C:28]([Cl:33])[C:29]=2[CH:30]=[CH:31][CH:32]=1)(=[O:21])=[O:22]. (6) Given the reactants C([O:3][C:4]([C:6]1[NH:7][C:8]([CH3:21])=[C:9]([CH2:11][CH2:12][C:13]2[CH:18]=[CH:17][CH:16]=[C:15]([O:19][CH3:20])[CH:14]=2)[CH:10]=1)=[O:5])C.[OH-].[Na+], predict the reaction product. The product is: [CH3:20][O:19][C:15]1[CH:14]=[C:13]([CH2:12][CH2:11][C:9]2[CH:10]=[C:6]([C:4]([OH:5])=[O:3])[NH:7][C:8]=2[CH3:21])[CH:18]=[CH:17][CH:16]=1.